From a dataset of Reaction yield outcomes from USPTO patents with 853,638 reactions. Predict the reaction yield, written as a fraction of the theoretical maximum amount of product (1.0 means a 100% yield; for example, 0.34 means a 34% yield). (1) The reactants are Cl[C:2]1[C:11]2[C:6](=[C:7]([C:12]#[N:13])[CH:8]=[CH:9][CH:10]=2)[N:5]=[CH:4][CH:3]=1.[CH:14]1[CH:19]=[CH:18][C:17]([C@H:20]([NH2:23])[CH2:21][OH:22])=[CH:16][CH:15]=1.Cl.[NH+]1C=CC=CC=1. The catalyst is COCCO.C(OCC)(=O)C. The product is [OH:22][CH2:21][C@@H:20]([NH:23][C:2]1[C:11]2[C:6](=[C:7]([C:12]#[N:13])[CH:8]=[CH:9][CH:10]=2)[N:5]=[CH:4][CH:3]=1)[C:17]1[CH:18]=[CH:19][CH:14]=[CH:15][CH:16]=1. The yield is 0.330. (2) The reactants are [CH:1]([O:4][C:5]([N:7]1[CH2:12][CH2:11][CH:10]([O:13][C:14]2[C:19]([CH3:20])=[C:18]([O:21][C:22]3[C:23]([CH3:29])=[N:24][C:25](Cl)=[CH:26][CH:27]=3)[N:17]=[CH:16][N:15]=2)[CH2:9][CH2:8]1)=[O:6])([CH3:3])[CH3:2].C(=O)([O-])[O-].[K+].[K+].[SH:36][CH2:37][CH2:38][OH:39]. No catalyst specified. The product is [CH:1]([O:4][C:5]([N:7]1[CH2:12][CH2:11][CH:10]([O:13][C:14]2[C:19]([CH3:20])=[C:18]([O:21][C:22]3[C:23]([CH3:29])=[N:24][C:25]([S:36][CH2:37][CH2:38][OH:39])=[CH:26][CH:27]=3)[N:17]=[CH:16][N:15]=2)[CH2:9][CH2:8]1)=[O:6])([CH3:3])[CH3:2]. The yield is 0.0200.